The task is: Predict the product of the given reaction.. This data is from Forward reaction prediction with 1.9M reactions from USPTO patents (1976-2016). (1) Given the reactants CON(C)[C:4]([C:6]1[C:11]2[S:12][C:13]([CH3:16])=[C:14]([Br:15])[C:10]=2[CH:9]=[CH:8][CH:7]=1)=[O:5].[CH3:18][Mg+].[Br-], predict the reaction product. The product is: [Br:15][C:14]1[C:10]2[CH:9]=[CH:8][CH:7]=[C:6]([C:4](=[O:5])[CH3:18])[C:11]=2[S:12][C:13]=1[CH3:16]. (2) Given the reactants CC([N:5]([CH2:9][CH2:10][NH:11][S:12]([C:15]1[CH:20]=[CH:19][C:18]([C:21]2[CH:26]=[CH:25][N:24]=[C:23]3[NH:27][C:28]([CH2:30][C:31]([NH2:33])=[O:32])=[CH:29][C:22]=23)=[CH:17][CH:16]=1)(=[O:14])=[O:13])C(=O)[O-])(C)C.C(Cl)Cl.[C:37]([OH:43])([C:39]([F:42])([F:41])[F:40])=[O:38], predict the reaction product. The product is: [F:40][C:39]([F:42])([F:41])[C:37]([OH:43])=[O:38].[F:40][C:39]([F:42])([F:41])[C:37]([OH:43])=[O:38].[NH2:5][CH2:9][CH2:10][NH:11][S:12]([C:15]1[CH:16]=[CH:17][C:18]([C:21]2[CH:26]=[CH:25][N:24]=[C:23]3[NH:27][C:28]([CH2:30][C:31]([NH2:33])=[O:32])=[CH:29][C:22]=23)=[CH:19][CH:20]=1)(=[O:13])=[O:14]. (3) Given the reactants [NH2:1][C:2]1[CH:7]=[CH:6][CH:5]=[CH:4][CH:3]=1.C[Li].[Cl:10][C:11]1[CH:42]=[CH:41][CH:40]=[CH:39][C:12]=1[CH2:13][N:14]([CH3:38])[C:15]([C:17]1[N:18]=[N:19][N:20]([CH2:23][C:24]2[CH:29]=[C:28]([C:30]([F:33])([F:32])[F:31])[CH:27]=[C:26]([C:34]([F:37])([F:36])[F:35])[CH:25]=2)[C:21]=1Cl)=[O:16], predict the reaction product. The product is: [Cl:10][C:11]1[CH:42]=[CH:41][CH:40]=[CH:39][C:12]=1[CH2:13][N:14]([CH3:38])[C:15]([C:17]1[N:18]=[N:19][N:20]([CH2:23][C:24]2[CH:29]=[C:28]([C:30]([F:33])([F:31])[F:32])[CH:27]=[C:26]([C:34]([F:37])([F:35])[F:36])[CH:25]=2)[C:21]=1[NH:1][C:2]1[CH:7]=[CH:6][CH:5]=[CH:4][CH:3]=1)=[O:16]. (4) Given the reactants [C:1]([O:5][C:6]([NH:8][C@@H:9]([CH:13](C)C)[C:10]([OH:12])=O)=[O:7])([CH3:4])([CH3:3])[CH3:2].N1(C(N2C=CN=C2)=O)C=CN=[CH:17]1.Cl.[CH3:29][O:30][NH:31][CH3:32].C(N(CC)CC)C, predict the reaction product. The product is: [CH3:29][O:30][N:31]([CH3:32])[C:10](=[O:12])[C:9]([NH:8][C:6](=[O:7])[O:5][C:1]([CH3:2])([CH3:3])[CH3:4])([CH3:13])[CH3:17]. (5) Given the reactants [Cl:1][C:2]1[N:10]=[CH:9][CH:8]=[CH:7][C:3]=1[C:4]([OH:6])=O.C(Cl)(=O)C(Cl)=O.[NH2:17][C:18]1[CH:23]=[CH:22][C:21]([N:24]2[C:30](=[O:31])[CH2:29][C:28](=[O:32])[NH:27][C:26]3[C:33]4[C:38]([CH:39]=[CH:40][C:25]2=3)=[CH:37][CH:36]=[CH:35][CH:34]=4)=[CH:20][CH:19]=1.C(=O)([O-])O.[Na+], predict the reaction product. The product is: [Cl:1][C:2]1[C:3]([C:4]([NH:17][C:18]2[CH:23]=[CH:22][C:21]([N:24]3[C:30](=[O:31])[CH2:29][C:28](=[O:32])[NH:27][C:26]4[C:33]5[C:38]([CH:39]=[CH:40][C:25]3=4)=[CH:37][CH:36]=[CH:35][CH:34]=5)=[CH:20][CH:19]=2)=[O:6])=[CH:7][CH:8]=[CH:9][N:10]=1. (6) Given the reactants [Cl:1][C:2]1[CH:3]=[CH:4][C:5]([S:8][C:9]2[O:13][C:12]([C:14]3[CH:19]=[CH:18][C:17]([F:20])=[CH:16][CH:15]=3)=[N:11][C:10]=2[C:21](OC)=[O:22])=[N:6][CH:7]=1.CC(C[AlH]CC(C)C)C.C1(C)C=CC=CC=1.[OH-].[Na+], predict the reaction product. The product is: [Cl:1][C:2]1[CH:3]=[CH:4][C:5]([S:8][C:9]2[O:13][C:12]([C:14]3[CH:19]=[CH:18][C:17]([F:20])=[CH:16][CH:15]=3)=[N:11][C:10]=2[CH2:21][OH:22])=[N:6][CH:7]=1.